Dataset: Peptide-MHC class I binding affinity with 185,985 pairs from IEDB/IMGT. Task: Regression. Given a peptide amino acid sequence and an MHC pseudo amino acid sequence, predict their binding affinity value. This is MHC class I binding data. (1) The MHC is HLA-A02:01 with pseudo-sequence HLA-A02:01. The peptide sequence is KCIDFYSRI. The binding affinity (normalized) is 0.442. (2) The peptide sequence is FRDLLFKL. The MHC is H-2-Db with pseudo-sequence H-2-Db. The binding affinity (normalized) is 0. (3) The peptide sequence is YTIDLNDAF. The MHC is HLA-A26:02 with pseudo-sequence HLA-A26:02. The binding affinity (normalized) is 1.00. (4) The peptide sequence is EIDVSEVKTL. The MHC is HLA-A02:06 with pseudo-sequence HLA-A02:06. The binding affinity (normalized) is 0. (5) The peptide sequence is KQFKQDSKY. The MHC is HLA-B15:01 with pseudo-sequence HLA-B15:01. The binding affinity (normalized) is 0.765. (6) The peptide sequence is GQVQLKKPY. The MHC is HLA-B58:01 with pseudo-sequence HLA-B58:01. The binding affinity (normalized) is 0.0847.